From a dataset of Forward reaction prediction with 1.9M reactions from USPTO patents (1976-2016). Predict the product of the given reaction. (1) Given the reactants C(O)[C@H]1O[C@H](O[C@]2(CO)O[C@H](CO)[C@@H](O)[C@@H]2O)[C@H](O)[C@@H](O)[C@@H]1O.[CH2:24]([O:26][C:27]([CH:29]1[C:33](=[O:34])[CH2:32][N:31]([C:35](=[O:52])[CH2:36][CH2:37][CH2:38][CH2:39][CH2:40][NH:41][C:42]([O:44][CH2:45][C:46]2[CH:51]=[CH:50][CH:49]=[CH:48][CH:47]=2)=[O:43])[CH2:30]1)=[O:28])[CH3:25], predict the reaction product. The product is: [CH2:24]([O:26][C:27]([CH:29]1[CH:33]([OH:34])[CH2:32][N:31]([C:35](=[O:52])[CH2:36][CH2:37][CH2:38][CH2:39][CH2:40][NH:41][C:42]([O:44][CH2:45][C:46]2[CH:47]=[CH:48][CH:49]=[CH:50][CH:51]=2)=[O:43])[CH2:30]1)=[O:28])[CH3:25]. (2) Given the reactants [CH:1]1([C@H:5]([NH:7][C:8]2[N:16]=C(C#N)[N:14]=[C:13]3[C:9]=2[N:10]([CH2:24][C@H:25]2[CH2:30][CH2:29][C@H:28]([CH3:31])[CH2:27][CH2:26]2)[C:11]([C:19]2[S:20][CH:21]=[CH:22][N:23]=2)=[N:12]3)[CH3:6])[CH2:4][CH2:3][CH2:2]1.[OH-:32].[Na+].[CH2:34]([OH:36])[CH3:35], predict the reaction product. The product is: [CH:1]1([C@H:5]([NH:7][C:8]2[N:16]=[C:35]([C:34]([OH:32])=[O:36])[N:14]=[C:13]3[C:9]=2[N:10]([CH2:24][C@H:25]2[CH2:30][CH2:29][C@H:28]([CH3:31])[CH2:27][CH2:26]2)[C:11]([C:19]2[S:20][CH:21]=[CH:22][N:23]=2)=[N:12]3)[CH3:6])[CH2:4][CH2:3][CH2:2]1. (3) Given the reactants [F:1][C:2]([F:22])([F:21])[C:3]([C:5]1[CH:10]=[C:9]([CH:11]([C:13]2[CH:18]=[CH:17][C:16]([F:19])=[CH:15][CH:14]=2)[OH:12])[CH:8]=[CH:7][C:6]=1[F:20])=[O:4].CC1(C)N([O])C(C)(C)CCC1.[K+].[Br-].C([O-])(O)=O.[Na+].[O-]Cl.[Na+], predict the reaction product. The product is: [F:22][C:2]([F:1])([F:21])[C:3]([C:5]1[CH:10]=[C:9]([C:11](=[O:12])[C:13]2[CH:18]=[CH:17][C:16]([F:19])=[CH:15][CH:14]=2)[CH:8]=[CH:7][C:6]=1[F:20])=[O:4]. (4) Given the reactants FC(F)(F)S(O[C:7]1[C:8]([CH2:14][O:15][Si:16]([C:19]([CH3:22])([CH3:21])[CH3:20])([CH3:18])[CH3:17])=[N:9][C:10]([CH3:13])=[CH:11][CH:12]=1)(=O)=O.[C:25]1(B(O)O)[CH:30]=[CH:29][CH:28]=[CH:27][CH:26]=1.C([O-])([O-])=O.[K+].[K+], predict the reaction product. The product is: [CH3:20][C:19]([Si:16]([CH3:18])([CH3:17])[O:15][CH2:14][C:8]1[C:7]([C:25]2[CH:30]=[CH:29][CH:28]=[CH:27][CH:26]=2)=[CH:12][CH:11]=[C:10]([CH3:13])[N:9]=1)([CH3:22])[CH3:21]. (5) Given the reactants F[C:2]1[CH:3]=[CH:4][C:5]2[C:6](=[O:24])[N:7]3[CH2:16][CH2:15][N:14]([C:17]([O:19][C:20]([CH3:23])([CH3:22])[CH3:21])=[O:18])[CH2:13][CH:8]3[CH2:9][O:10][C:11]=2[N:12]=1.[NH:25]1[CH2:30][CH2:29][O:28][CH2:27][CH2:26]1, predict the reaction product. The product is: [O:28]1[CH2:29][CH2:30][N:25]([C:2]2[CH:3]=[CH:4][C:5]3[C:6](=[O:24])[N:7]4[CH2:16][CH2:15][N:14]([C:17]([O:19][C:20]([CH3:23])([CH3:22])[CH3:21])=[O:18])[CH2:13][CH:8]4[CH2:9][O:10][C:11]=3[N:12]=2)[CH2:26][CH2:27]1. (6) Given the reactants P(Cl)(Cl)([Cl:3])=O.O[C:7]1[N:12]=[CH:11][N:10]=[C:9]2[N:13]([C:16]3[C:17]([CH3:24])=[C:18]([CH:21]=[CH:22][CH:23]=3)[C:19]#[N:20])[N:14]=[CH:15][C:8]=12, predict the reaction product. The product is: [Cl:3][C:7]1[N:12]=[CH:11][N:10]=[C:9]2[N:13]([C:16]3[C:17]([CH3:24])=[C:18]([CH:21]=[CH:22][CH:23]=3)[C:19]#[N:20])[N:14]=[CH:15][C:8]=12. (7) Given the reactants Br[CH2:2][C:3]1[S:18][C:6]2[N:7]([CH2:14][CH:15]([CH3:17])[CH3:16])[C:8](=[O:13])[N:9]([CH3:12])[C:10](=[O:11])[C:5]=2[C:4]=1[C:19]([O:21][CH3:22])=[O:20].[C:23]1([NH:29][NH2:30])[CH:28]=[CH:27][CH:26]=[CH:25][CH:24]=1, predict the reaction product. The product is: [CH3:2][C:3]1[C:4]([CH2:2][C:3]2[S:18][C:6]3[N:7]([CH2:14][CH:15]([CH3:17])[CH3:16])[C:8](=[O:13])[N:9]([CH3:12])[C:10](=[O:11])[C:5]=3[C:4]=2[C:19]([O:21][CH3:22])=[O:20])=[C:5]([CH3:6])[N:29]([C:23]2[CH:28]=[CH:27][CH:26]=[CH:25][CH:24]=2)[N:30]=1.